Dataset: Reaction yield outcomes from USPTO patents with 853,638 reactions. Task: Predict the reaction yield, written as a fraction of the theoretical maximum amount of product (1.0 means a 100% yield; for example, 0.34 means a 34% yield). (1) The reactants are [H-].[Na+].CN(C=O)C.[NH:8]1[CH:12]=[CH:11][N:10]=[CH:9]1.[Br:13][C:14]1[CH:19]=[CH:18][C:17]([CH2:20][CH2:21][CH:22]2[O:24][CH2:23]2)=[CH:16][CH:15]=1. The catalyst is O. The product is [Br:13][C:14]1[CH:15]=[CH:16][C:17]([CH2:20][CH2:21][CH:22]([OH:24])[CH2:23][N:8]2[CH:12]=[CH:11][N:10]=[CH:9]2)=[CH:18][CH:19]=1. The yield is 0.840. (2) The reactants are [CH2:1]([C:4]1[O:5][CH:6]=[CH:7][CH:8]=1)[CH2:2][CH3:3].[Li]CCCC.[CH2:14]1[O:16][CH2:15]1. The catalyst is C1COCC1. The product is [CH2:1]([C:4]1[O:5][C:6]([CH2:14][CH2:15][OH:16])=[CH:7][CH:8]=1)[CH2:2][CH3:3]. The yield is 0.910. (3) No catalyst specified. The yield is 0.480. The product is [Cl:1][C:2]1[CH:3]=[C:4]2[C:8](=[C:9]([NH:11][CH:12]3[CH2:17][CH2:16][O:15][CH2:14][CH2:13]3)[CH:10]=1)[NH:7][C:6]([C:18]1[S:19][CH2:20][C@@H:21]([CH2:23][CH2:24][N:25]3[CH2:30][CH2:29][N:28]([C:37](=[O:38])[CH2:36][N:31]4[CH:35]=[N:34][N:33]=[N:32]4)[CH2:27][CH2:26]3)[N:22]=1)=[CH:5]2. The reactants are [Cl:1][C:2]1[CH:3]=[C:4]2[C:8](=[C:9]([NH:11][CH:12]3[CH2:17][CH2:16][O:15][CH2:14][CH2:13]3)[CH:10]=1)[NH:7][C:6]([C:18]1[S:19][CH2:20][C@@H:21]([CH2:23][CH2:24][N:25]3[CH2:30][CH2:29][NH:28][CH2:27][CH2:26]3)[N:22]=1)=[CH:5]2.[N:31]1([CH2:36][C:37](O)=[O:38])[CH:35]=[N:34][N:33]=[N:32]1. (4) The reactants are [OH:1][CH2:2][CH2:3][C@@H:4]1[CH2:16][C:15]2[C:14]3[C:13]([O:17][CH:18]4[CH2:23][CH2:22][CH:21]([NH:24][C:25](=[O:31])[O:26][C:27]([CH3:30])([CH3:29])[CH3:28])[CH2:20][CH2:19]4)=[N:12][CH:11]=[N:10][C:9]=3[S:8][C:7]=2[CH2:6][CH2:5]1.C1C=C[NH+]=CC=1.C1C=C[NH+]=CC=1.[O-:44][Cr](O[Cr]([O-])(=O)=O)(=O)=O. The catalyst is CN(C=O)C. The product is [C:27]([O:26][C:25]([NH:24][CH:21]1[CH2:20][CH2:19][CH:18]([O:17][C:13]2[C:14]3[C:15]4[CH2:16][C@@H:4]([CH2:3][C:2]([OH:44])=[O:1])[CH2:5][CH2:6][C:7]=4[S:8][C:9]=3[N:10]=[CH:11][N:12]=2)[CH2:23][CH2:22]1)=[O:31])([CH3:28])([CH3:30])[CH3:29]. The yield is 0.830. (5) The reactants are CN(C)C1C=CC=CC=1.[CH3:10][S:11][C:12]1[NH:17][C:16](=O)[N:15]2[N:19]=[CH:20][CH:21]=[C:14]2[N:13]=1.CCOC1C=CC(N)=CC=1.O=P(Cl)(Cl)[Cl:34]. No catalyst specified. The product is [Cl:34][C:16]1[N:15]2[N:19]=[CH:20][CH:21]=[C:14]2[N:13]=[C:12]([S:11][CH3:10])[N:17]=1. The yield is 0.810. (6) The reactants are [K+].[CH3:2][Si:3]([CH3:17])([CH3:16])[CH2:4][CH2:5][O:6][CH2:7][N:8]1[CH:12]=[N:11][C:10]([C:13]([O-:15])=O)=[N:9]1.CC[N:20]([CH:24]([CH3:26])C)[CH:21]([CH3:23])C.FC(F)(F)[C:29]([OH:31])=[O:30].[C:34]1([C:40]2[CH:45]=[C:44]([CH:46]3CCNCC3)[CH:43]=[CH:42][C:41]=2[NH:52]C(C2NC=C(C#N)N=2)=O)[CH2:39][CH2:38][CH2:37][CH2:36][CH:35]=1.C1CN([P+](Br)(N2[CH2:77][CH2:76][CH2:75]C2)N2CCCC2)CC1.F[P-](F)(F)(F)(F)F.[CH2:86](Cl)Cl. No catalyst specified. The product is [C:76]([O:31][C:29]([N:20]1[CH2:21][CH2:23][CH:46]([C:44]2[CH:43]=[CH:42][C:41]([NH:52][C:13]([C:10]3[N:11]=[CH:12][N:8]([CH2:7][O:6][CH2:5][CH2:4][Si:3]([CH3:2])([CH3:17])[CH3:16])[N:9]=3)=[O:15])=[C:40]([C:34]3[CH2:39][CH2:38][CH2:37][CH2:36][CH:35]=3)[CH:45]=2)[CH2:26][CH2:24]1)=[O:30])([CH3:75])([CH3:77])[CH3:86]. The yield is 0.550. (7) The reactants are [OH-:1].[Na+].[OH:3]O.C([C:8]1[CH:13]=[CH:12][CH:11]=[CH:10][CH:9]=1)(C)C.[CH:14]1[C:27]2NC3C(=CC=CC=3)SC=2C=C[CH:15]=1.[C:28](Cl)(=[O:31])[CH:29]=[CH2:30]. The product is [C:28]([OH:31])(=[O:1])[CH:29]=[CH2:30].[CH:14]([O:1][O:3][C:8]1[CH:9]=[CH:10][CH:11]=[CH:12][CH:13]=1)([CH3:27])[CH3:15]. The yield is 0.797. The catalyst is CC(C)=O. (8) The reactants are NC1C=CC=C(C)C=1C(O)=O.[NH2:12][C:13]1[CH:28]=[CH:27][CH:26]=[C:25]([CH3:29])[C:14]=1[C:15]([NH:17][C:18]1[CH:23]=[CH:22][CH:21]=[CH:20][C:19]=1[CH3:24])=[O:16].[Cl:30][CH2:31][C:32](Cl)=O. The catalyst is CC(O)=O.O. The product is [Cl:30][CH2:31][C:32]1[N:17]([C:18]2[CH:23]=[CH:22][CH:21]=[CH:20][C:19]=2[CH3:24])[C:15](=[O:16])[C:14]2[C:13](=[CH:28][CH:27]=[CH:26][C:25]=2[CH3:29])[N:12]=1. The yield is 0.260. (9) The reactants are [Cl:1][C:2]1[CH:7]=[CH:6][C:5]([C@@H:8]2[CH2:12][N:11]([C:13]3[CH:18]=[CH:17][C:16](=[O:19])[NH:15][N:14]=3)[CH2:10][C@H:9]2[C:20]([O:22][CH3:23])=[O:21])=[CH:4][CH:3]=1.[C:24]([O-])([O-])=O.[Cs+].[Cs+].CI. The catalyst is CN(C=O)C. The product is [Cl:1][C:2]1[CH:7]=[CH:6][C:5]([C@@H:8]2[CH2:12][N:11]([C:13]3[CH:18]=[CH:17][C:16](=[O:19])[N:15]([CH3:24])[N:14]=3)[CH2:10][C@H:9]2[C:20]([O:22][CH3:23])=[O:21])=[CH:4][CH:3]=1. The yield is 0.700.